Dataset: Catalyst prediction with 721,799 reactions and 888 catalyst types from USPTO. Task: Predict which catalyst facilitates the given reaction. (1) Reactant: [Cl:1][C:2]1[N:3]=[C:4]2[N:25]([CH3:26])[CH:24]=[N:23][N:5]2[C:6](=[N:17][CH2:18][C:19]([F:22])([F:21])[F:20])[C:7]=1[C:8]1[C:13]([F:14])=[CH:12][C:11]([F:15])=[CH:10][C:9]=1[F:16].[H-].[Na+]. Product: [Cl:1][C:2]1[C:7]([C:8]2[C:9]([F:16])=[CH:10][C:11]([F:15])=[CH:12][C:13]=2[F:14])=[C:6]([NH:17][CH2:18][C:19]([F:21])([F:22])[F:20])[N:5]=[C:4]([N:25]([CH3:26])[C:24]#[N:23])[N:3]=1. The catalyst class is: 148. (2) Reactant: CC1(C)C(C)(C)OB([C:9]2[CH:10]=[N:11][N:12](C(OC(C)(C)C)=O)[CH:13]=2)O1.[NH2:22][C@H:23]1[CH2:28][CH2:27][C@H:26]([NH:29][C:30]2[N:35]=[C:34]([NH:36][C:37]3[S:38][C:39]4[C:44]([N:45]=3)=[CH:43][CH:42]=[C:41](Cl)[N:40]=4)[CH:33]=[C:32]([CH2:47][C:48]3[CH:53]=[CH:52][CH:51]=[CH:50][CH:49]=3)[N:31]=2)[CH2:25][CH2:24]1.C(=O)([O-])[O-].[Cs+].[Cs+]. Product: [NH2:22][C@H:23]1[CH2:28][CH2:27][C@H:26]([NH:29][C:30]2[N:35]=[C:34]([NH:36][C:37]3[S:38][C:39]4[C:44]([N:45]=3)=[CH:43][CH:42]=[C:41]([C:9]3[CH:13]=[N:12][NH:11][CH:10]=3)[N:40]=4)[CH:33]=[C:32]([CH2:47][C:48]3[CH:49]=[CH:50][CH:51]=[CH:52][CH:53]=3)[N:31]=2)[CH2:25][CH2:24]1. The catalyst class is: 70. (3) Reactant: [Li][CH2:2]CCC.[CH2:6]([CH:8]1[CH2:13][CH2:12][CH:11]([C:14]2[CH:19]=[CH:18][C:17]([C:20]3[Se:21][CH:22]=[CH:23][CH:24]=3)=[C:16]([F:25])[C:15]=2[F:26])[CH2:10][CH2:9]1)[CH3:7].CI.[Cl-].[NH4+].N. Product: [CH2:6]([CH:8]1[CH2:9][CH2:10][CH:11]([C:14]2[CH:19]=[CH:18][C:17]([C:20]3[Se:21][C:22]([CH3:2])=[CH:23][CH:24]=3)=[C:16]([F:25])[C:15]=2[F:26])[CH2:12][CH2:13]1)[CH3:7]. The catalyst class is: 27. (4) Reactant: [C:1]([C:3]1[C:12]2[C:7](=[CH:8][CH:9]=[C:10]([O:13][C:14]3[CH:19]=[CH:18][CH:17]=[CH:16][CH:15]=3)[CH:11]=2)[C:6]([OH:20])=[C:5]([C:21](OC)=[O:22])[N:4]=1)#[N:2].[NH2:25][CH2:26][C@H:27]([CH2:31][C:32]1[CH:37]=[CH:36][CH:35]=[CH:34][CH:33]=1)[C:28]([OH:30])=[O:29].C[O-].[Na+]. Product: [CH2:31]([C@@H:27]([CH2:26][NH:25][C:21]([C:5]1[N:4]=[C:3]([C:1]#[N:2])[C:12]2[C:7]([C:6]=1[OH:20])=[CH:8][CH:9]=[C:10]([O:13][C:14]1[CH:15]=[CH:16][CH:17]=[CH:18][CH:19]=1)[CH:11]=2)=[O:22])[C:28]([OH:30])=[O:29])[C:32]1[CH:37]=[CH:36][CH:35]=[CH:34][CH:33]=1. The catalyst class is: 141.